Task: Regression. Given a peptide amino acid sequence and an MHC pseudo amino acid sequence, predict their binding affinity value. This is MHC class I binding data.. Dataset: Peptide-MHC class I binding affinity with 185,985 pairs from IEDB/IMGT (1) The peptide sequence is CNPIMSTQCI. The MHC is Mamu-A01 with pseudo-sequence Mamu-A01. The binding affinity (normalized) is 0.118. (2) The peptide sequence is FFSYLMKDK. The MHC is HLA-A31:01 with pseudo-sequence HLA-A31:01. The binding affinity (normalized) is 0.257. (3) The MHC is HLA-A02:11 with pseudo-sequence HLA-A02:11. The peptide sequence is SPVMGVIGF. The binding affinity (normalized) is 0.0847. (4) The peptide sequence is NELGYSGYF. The MHC is HLA-B40:01 with pseudo-sequence HLA-B40:01. The binding affinity (normalized) is 0.267. (5) The peptide sequence is LSTYAVRITWY. The MHC is Mamu-A01 with pseudo-sequence Mamu-A01. The binding affinity (normalized) is 0.284. (6) The peptide sequence is SAPIGYLFR. The MHC is HLA-A03:01 with pseudo-sequence HLA-A03:01. The binding affinity (normalized) is 0.0847.